This data is from Full USPTO retrosynthesis dataset with 1.9M reactions from patents (1976-2016). The task is: Predict the reactants needed to synthesize the given product. (1) Given the product [CH2:10]([O:9][C:8](=[O:11])[CH2:7][C@H:2]([CH3:12])[CH2:1][Br:4])[CH3:6], predict the reactants needed to synthesize it. The reactants are: [C:1]([Br:4])(=O)[CH3:2].C[C@@H:6]1[CH2:10][O:9][C:8](=[O:11])[CH2:7]1.[CH3:12]CO. (2) Given the product [CH3:21][N:2]([CH2:3][C:4]([N:6]1[C:14]2[C:9](=[CH:10][C:11]([O:18][CH3:19])=[C:12]([NH2:15])[CH:13]=2)[CH2:8][C@@H:7]1[CH3:20])=[O:5])[CH3:1], predict the reactants needed to synthesize it. The reactants are: [CH3:1][N:2]([CH3:21])[CH2:3][C:4]([N:6]1[C:14]2[C:9](=[CH:10][C:11]([O:18][CH3:19])=[C:12]([N+:15]([O-])=O)[CH:13]=2)[CH2:8][C@@H:7]1[CH3:20])=[O:5]. (3) Given the product [C:21]([NH:1][C:2]1[S:3][CH:4]=[C:5]([C:12]2[CH:13]=[CH:14][C:15]([CH2:18][CH2:19][CH3:20])=[CH:16][CH:17]=2)[C:6]=1[C:7]([O:9][CH2:10][CH3:11])=[O:8])(=[O:28])[C:22]1[CH:27]=[CH:26][CH:25]=[CH:24][CH:23]=1, predict the reactants needed to synthesize it. The reactants are: [NH2:1][C:2]1[S:3][CH:4]=[C:5]([C:12]2[CH:17]=[CH:16][C:15]([CH2:18][CH2:19][CH3:20])=[CH:14][CH:13]=2)[C:6]=1[C:7]([O:9][CH2:10][CH3:11])=[O:8].[C:21](Cl)(=[O:28])[C:22]1[CH:27]=[CH:26][CH:25]=[CH:24][CH:23]=1.N1C=CC=CC=1. (4) Given the product [CH3:31][O:30][C:28](=[O:29])[CH:27]([C:21]1[CH:22]=[CH:23][C:24]([Cl:26])=[CH:25][C:20]=1[Cl:19])[CH2:33][CH2:34][CH2:35][C:36]([O:38][CH2:39][CH3:40])=[O:37], predict the reactants needed to synthesize it. The reactants are: N(C(C)C)C(C)C.[Li]CCCC.CCCCCC.[Cl:19][C:20]1[CH:25]=[C:24]([Cl:26])[CH:23]=[CH:22][C:21]=1[CH2:27][C:28]([O:30][CH3:31])=[O:29].I[CH2:33][CH2:34][CH2:35][C:36]([O:38][CH2:39][CH3:40])=[O:37].